Predict the reaction yield, written as a fraction of the theoretical maximum amount of product (1.0 means a 100% yield; for example, 0.34 means a 34% yield). From a dataset of Reaction yield outcomes from USPTO patents with 853,638 reactions. (1) The reactants are [C:1]([C:4]1[S:5][CH:6]=[CH:7][CH:8]=1)(=O)[CH3:2].[S:9]1[CH:13]=[CH:12][CH:11]=[C:10]1[C:14]([CH2:16][C:17]#[N:18])=[O:15].[CH2:19](C1CCC(=O)CC1)[C:20]1[CH:25]=[CH:24][CH:23]=[CH:22][CH:21]=1.N1CCOCC1.[S]. No catalyst specified. The product is [NH2:18][C:17]1[S:5][C:6]2[CH2:2][CH:1]([CH2:19][C:20]3[CH:25]=[CH:24][CH:23]=[CH:22][CH:21]=3)[CH2:4][CH2:8][C:7]=2[C:16]=1[C:14]([C:10]1[S:9][CH:13]=[CH:12][CH:11]=1)=[O:15]. The yield is 0.720. (2) The reactants are [OH:1][C:2]1[C:11](=[O:12])[C:10]2[C:5](=[C:6]([CH2:13][CH:14]=[CH:15][CH2:16][CH2:17][CH2:18][CH2:19][CH2:20][CH3:21])[CH:7]=[CH:8][CH:9]=2)[O:4][C:3]=1[C:22]1[CH:27]=[C:26]([O:28][CH3:29])[C:25]([O:30][CH3:31])=[CH:24][C:23]=1[O:32][CH3:33]. The catalyst is [Pd].C(OCC)(=O)C. The product is [OH:1][C:2]1[C:11](=[O:12])[C:10]2[C:5](=[C:6]([CH2:13][CH2:14][CH2:15][CH2:16][CH2:17][CH2:18][CH2:19][CH2:20][CH3:21])[CH:7]=[CH:8][CH:9]=2)[O:4][C:3]=1[C:22]1[CH:27]=[C:26]([O:28][CH3:29])[C:25]([O:30][CH3:31])=[CH:24][C:23]=1[O:32][CH3:33]. The yield is 0.820. (3) The reactants are [CH2:1]1[N:6](C(OCC2C=CC=CC=2)=O)[CH2:5][CH2:4][N:3]2[CH2:17][CH2:18][CH2:19][CH2:20][C@H:2]12. The catalyst is CO. The product is [CH2:1]1[NH:6][CH2:5][CH2:4][N:3]2[CH2:17][CH2:18][CH2:19][CH2:20][C@H:2]12. The yield is 0.990. (4) The reactants are [CH:1]1([C:7]2[C:8]3[CH:9]=[CH:10][C:11]([C:33]([NH:35][S:36]([N:39]([CH3:41])[CH3:40])(=[O:38])=[O:37])=[O:34])=[CH:12][C:13]=3[N:14]3[CH2:20][C:19]([OH:25])([C:21]([O:23]C)=[O:22])[CH:18]([OH:26])[C:17]4[CH:27]=[C:28]([O:31][CH3:32])[CH:29]=[CH:30][C:16]=4[C:15]=23)[CH2:6][CH2:5][CH2:4][CH2:3][CH2:2]1.[OH-].[Na+]. The catalyst is CO.C1COCC1. The product is [CH:1]1([C:7]2[C:8]3[CH:9]=[CH:10][C:11]([C:33]([NH:35][S:36]([N:39]([CH3:40])[CH3:41])(=[O:37])=[O:38])=[O:34])=[CH:12][C:13]=3[N:14]3[CH2:20][C:19]([OH:25])([C:21]([OH:23])=[O:22])[CH:18]([OH:26])[C:17]4[CH:27]=[C:28]([O:31][CH3:32])[CH:29]=[CH:30][C:16]=4[C:15]=23)[CH2:6][CH2:5][CH2:4][CH2:3][CH2:2]1. The yield is 0.730. (5) The catalyst is C1COCC1. The product is [CH:3]1([C:6]2[C:15]3[C:10](=[CH:11][CH:12]=[CH:13][CH:14]=3)[C:9]([N:16]3[C:20]([C:21]([F:22])([F:24])[F:23])=[N:19][N:18]=[C:17]3[S:25][C:26]([CH3:33])([CH3:32])[C:27]([OH:29])=[O:28])=[CH:8][CH:7]=2)[CH2:4][CH2:5]1. The reactants are [OH-].[Li+].[CH:3]1([C:6]2[C:15]3[C:10](=[CH:11][CH:12]=[CH:13][CH:14]=3)[C:9]([N:16]3[C:20]([C:21]([F:24])([F:23])[F:22])=[N:19][N:18]=[C:17]3[S:25][C:26]([CH3:33])([CH3:32])[C:27]([O:29]CC)=[O:28])=[CH:8][CH:7]=2)[CH2:5][CH2:4]1. The yield is 0.530. (6) The reactants are Br[CH:2]([C:9](=O)[C:10]1[CH:15]=[CH:14][CH:13]=[CH:12][CH:11]=1)[CH2:3][CH2:4][C:5]([O:7][CH3:8])=[O:6].[CH2:17]([NH:20][C:21]([NH2:23])=[S:22])[CH2:18][CH3:19]. The catalyst is CO. The product is [C:10]1([C:9]2[N:23]=[C:21]([NH:20][CH2:17][CH2:18][CH3:19])[S:22][C:2]=2[CH2:3][CH2:4][C:5]([O:7][CH3:8])=[O:6])[CH:15]=[CH:14][CH:13]=[CH:12][CH:11]=1. The yield is 0.700. (7) The reactants are [F:1][C:2]1[C:7]([OH:8])=[C:6]([F:9])[C:5]([F:10])=[C:4]([F:11])[C:3]=1[F:12].C(N(CC)CC)C.[C:20](Cl)([Cl:22])=[O:21]. The catalyst is C1COCC1.C1(C)C=CC=CC=1. The product is [Cl:22][C:20]([O:8][C:7]1[C:2]([F:1])=[C:3]([F:12])[C:4]([F:11])=[C:5]([F:10])[C:6]=1[F:9])=[O:21]. The yield is 0.750. (8) The reactants are [I:1][C:2]1[CH:7]=[CH:6][C:5]([C:8]2[N:9]=[C:10]([C@H:14]([NH:16][CH3:17])[CH3:15])[N:11]([CH3:13])[CH:12]=2)=[CH:4][CH:3]=1.Cl[C:19]([O:21][CH3:22])=[O:20].C([O-])([O-])=O.[Na+].[Na+].C1COCC1. The catalyst is O.CCOC(C)=O. The product is [I:1][C:2]1[CH:3]=[CH:4][C:5]([C:8]2[N:9]=[C:10]([C@H:14]([N:16]([CH3:17])[C:19](=[O:20])[O:21][CH3:22])[CH3:15])[N:11]([CH3:13])[CH:12]=2)=[CH:6][CH:7]=1. The yield is 0.410.